From a dataset of Catalyst prediction with 721,799 reactions and 888 catalyst types from USPTO. Predict which catalyst facilitates the given reaction. Product: [CH2:1]=[C:8]1[CH2:11][N:10]([C:12]([O:14][C:15]([CH3:18])([CH3:17])[CH3:16])=[O:13])[CH2:9]1. Reactant: [CH3:1]C(C)([O-])C.[K+].O=[C:8]1[CH2:11][N:10]([C:12]([O:14][C:15]([CH3:18])([CH3:17])[CH3:16])=[O:13])[CH2:9]1. The catalyst class is: 597.